This data is from Forward reaction prediction with 1.9M reactions from USPTO patents (1976-2016). The task is: Predict the product of the given reaction. (1) Given the reactants [OH:1][C:2]1[N:6]([C:7]2[CH:12]=[C:11]([C:13]#[N:14])[CH:10]=[CH:9][N:8]=2)[N:5]=[CH:4][CH:3]=1.[F:15][C:16]1[CH:21]=[CH:20][C:19]([CH2:22]O)=[C:18]([CH3:24])[CH:17]=1, predict the reaction product. The product is: [F:15][C:16]1[CH:21]=[CH:20][C:19]([CH2:22][O:1][C:2]2[N:6]([C:7]3[CH:12]=[C:11]([C:13]#[N:14])[CH:10]=[CH:9][N:8]=3)[N:5]=[CH:4][CH:3]=2)=[C:18]([CH3:24])[CH:17]=1. (2) Given the reactants [F:1][C:2]1[CH:7]=[C:6]([F:8])[CH:5]=[CH:4][C:3]=1[S:9]([NH:12][C:13]1[C:14]([O:29][CH3:30])=[N:15][CH:16]=[C:17]([C:19]2[CH:24]=[CH:23][N:22]3[N:25]=[CH:26][C:27](I)=[C:21]3[CH:20]=2)[CH:18]=1)(=[O:11])=[O:10].[CH3:31][C:32]([OH:36])([C:34]#[CH:35])[CH3:33].C(N(C(C)C)CC)(C)C, predict the reaction product. The product is: [F:1][C:2]1[CH:7]=[C:6]([F:8])[CH:5]=[CH:4][C:3]=1[S:9]([NH:12][C:13]1[C:14]([O:29][CH3:30])=[N:15][CH:16]=[C:17]([C:19]2[CH:24]=[CH:23][N:22]3[N:25]=[CH:26][C:27]([C:35]#[C:34][C:32]([OH:36])([CH3:33])[CH3:31])=[C:21]3[CH:20]=2)[CH:18]=1)(=[O:11])=[O:10]. (3) Given the reactants Br[C:2]1[N:7]=[CH:6][C:5]([CH:8]2[C:17]3[C:12](=[CH:13][C:14]([O:18][CH2:19][CH2:20][CH2:21][N:22]4[CH2:27][CH2:26][CH:25]([F:28])[CH2:24][CH2:23]4)=[CH:15][CH:16]=3)[CH2:11][N:10]([CH3:29])[CH2:9]2)=[CH:4][CH:3]=1.[CH3:30][Si:31]([C:34]#[CH:35])([CH3:33])[CH3:32], predict the reaction product. The product is: [F:28][CH:25]1[CH2:26][CH2:27][N:22]([CH2:21][CH2:20][CH2:19][O:18][C:14]2[CH:13]=[C:12]3[C:17]([CH:8]([C:5]4[CH:6]=[N:7][C:2]([C:35]#[C:34][Si:31]([CH3:33])([CH3:32])[CH3:30])=[CH:3][CH:4]=4)[CH2:9][N:10]([CH3:29])[CH2:11]3)=[CH:16][CH:15]=2)[CH2:23][CH2:24]1. (4) Given the reactants Br[C:2]1[CH:23]=[CH:22][C:5]([O:6][CH2:7][CH2:8][CH:9]2[CH2:14][CH2:13][N:12]([C:15]([O:17][C:18]([CH3:21])([CH3:20])[CH3:19])=[O:16])[CH2:11][CH2:10]2)=[C:4]([C:24]([F:27])([F:26])[F:25])[CH:3]=1.[CH3:28][C:29]1([CH3:45])[C:33]([CH3:35])([CH3:34])[O:32][B:31]([B:31]2[O:32][C:33]([CH3:35])([CH3:34])[C:29]([CH3:45])([CH3:28])[O:30]2)[O:30]1.C([O-])(=O)C.[K+], predict the reaction product. The product is: [CH3:28][C:29]1([CH3:45])[C:33]([CH3:35])([CH3:34])[O:32][B:31]([C:2]2[CH:23]=[CH:22][C:5]([O:6][CH2:7][CH2:8][CH:9]3[CH2:14][CH2:13][N:12]([C:15]([O:17][C:18]([CH3:21])([CH3:20])[CH3:19])=[O:16])[CH2:11][CH2:10]3)=[C:4]([C:24]([F:27])([F:26])[F:25])[CH:3]=2)[O:30]1. (5) Given the reactants [CH2:1]([N:3]1[CH2:8][CH2:7][N:6]([CH2:9][C:10]2[CH:16]=[CH:15][C:13]([NH2:14])=[CH:12][C:11]=2[C:17]([F:20])([F:19])[F:18])[CH2:5][CH2:4]1)[CH3:2].[Br:21][C:22]1[CH:27]=[CH:26][C:25]([CH2:28][C:29](O)=[O:30])=[C:24]([F:32])[CH:23]=1.C1C=CC2N(O)N=NC=2C=1.C(Cl)CCl.CCN(CC)CC, predict the reaction product. The product is: [Br:21][C:22]1[CH:27]=[CH:26][C:25]([CH2:28][C:29]([NH:14][C:13]2[CH:15]=[CH:16][C:10]([CH2:9][N:6]3[CH2:7][CH2:8][N:3]([CH2:1][CH3:2])[CH2:4][CH2:5]3)=[C:11]([C:17]([F:20])([F:18])[F:19])[CH:12]=2)=[O:30])=[C:24]([F:32])[CH:23]=1. (6) Given the reactants [CH2:1]1CCC(N=C=NC2CCCCC2)C[CH2:2]1.[N+](C1C=C(Cl)C(Cl)=CC=1C[C:28]([N:30](C)[C@@H:31]1[C:40]2[C:35](=[CH:36][CH:37]=[C:38]([N+:41]([O-:43])=[O:42])[CH:39]=2)CC[C@H:32]1[N:44]1[CH2:48][CH2:47][CH2:46][CH2:45]1)=O)([O-])=O.[C:50]([NH:57][C:58]1[CH:63]=[CH:62][C:61]([CH2:64][C:65]([OH:67])=O)=[CH:60][CH:59]=1)([O:52][C:53]([CH3:56])(C)C)=[O:51].N1C=CC=CC=1, predict the reaction product. The product is: [CH2:53]([O:52][C:50]([NH:57][C:58]1[CH:59]=[CH:60][C:61]([CH2:64][C:65]([N:30]([CH3:28])[C@@H:31]([C:40]2[CH:35]=[CH:36][CH:37]=[C:38]([N+:41]([O-:43])=[O:42])[CH:39]=2)[CH2:32][N:44]2[CH2:48][CH2:47][CH2:46][CH2:45]2)=[O:67])=[CH:62][CH:63]=1)=[O:51])[CH2:56][CH2:1][CH3:2]. (7) Given the reactants [OH-].[OH:2][CH2:3][CH2:4][N+:5]([CH3:8])([CH3:7])[CH3:6].[F:9][C:10]1[C:28]([N:29]2[CH2:34][CH2:33][N:32]([C:35]3[CH:40]=[CH:39][C:38]([F:41])=[CH:37][CH:36]=3)[CH2:31][CH2:30]2)=[CH:27][C:13]2=[N:14][C:15]3[N:16]([CH3:26])[CH:17]=[C:18]([C:23]([OH:25])=[O:24])[C:19](=[O:22])[C:20]=3[CH:21]=[C:12]2[CH:11]=1, predict the reaction product. The product is: [OH:2][CH2:3][CH2:4][N+:5]([CH3:8])([CH3:7])[CH3:6].[F:9][C:10]1[C:28]([N:29]2[CH2:30][CH2:31][N:32]([C:35]3[CH:40]=[CH:39][C:38]([F:41])=[CH:37][CH:36]=3)[CH2:33][CH2:34]2)=[CH:27][C:13]2=[N:14][C:15]3[N:16]([CH3:26])[CH:17]=[C:18]([C:23]([O-:25])=[O:24])[C:19](=[O:22])[C:20]=3[CH:21]=[C:12]2[CH:11]=1. (8) Given the reactants [CH3:1][C:2]1[CH:19]=[CH:18][C:17]([CH3:20])=[CH:16][C:3]=1[O:4][C:5]1[CH:12]=[CH:11][C:8]([C:9]#[N:10])=[CH:7][C:6]=1[N+:13]([O-])=O.S(S([O-])=O)([O-])=O.[Na+].[Na+].O.O1CCOCC1, predict the reaction product. The product is: [NH2:13][C:6]1[CH:7]=[C:8]([CH:11]=[CH:12][C:5]=1[O:4][C:3]1[CH:16]=[C:17]([CH3:20])[CH:18]=[CH:19][C:2]=1[CH3:1])[C:9]#[N:10]. (9) Given the reactants CCCP1(OP(CCC)(=O)OP(CCC)(=O)O1)=O.[C:19]1([C:25]2[N:26]=[C:27]3[N:32]=[C:31]([NH2:33])[CH:30]=[CH:29][N:28]3[CH:34]=2)[CH:24]=[CH:23][CH:22]=[CH:21][CH:20]=1.[CH2:35]([O:37][C:38]([C:40]1[C:44]([C:45](O)=[O:46])=[CH:43][N:42]([CH3:48])[N:41]=1)=[O:39])[CH3:36].C(C(N(C(C)C)C(C)C)C)C, predict the reaction product. The product is: [CH2:35]([O:37][C:38]([C:40]1[C:44]([C:45](=[O:46])[NH:33][C:31]2[CH:30]=[CH:29][N:28]3[CH:34]=[C:25]([C:19]4[CH:20]=[CH:21][CH:22]=[CH:23][CH:24]=4)[N:26]=[C:27]3[N:32]=2)=[CH:43][N:42]([CH3:48])[N:41]=1)=[O:39])[CH3:36]. (10) Given the reactants Cl[C:2]([O:4][C:5]1[CH:10]=[CH:9][CH:8]=[CH:7][CH:6]=1)=[O:3].[NH2:11][C:12]1[CH:13]=[C:14]([NH:22][S:23]([CH3:26])(=[O:25])=[O:24])[CH:15]=[C:16]([C:18]([CH3:21])([CH3:20])[CH3:19])[CH:17]=1.C([O-])(O)=O.[Na+], predict the reaction product. The product is: [C:18]([C:16]1[CH:17]=[C:12]([NH:11][C:2](=[O:3])[O:4][C:5]2[CH:10]=[CH:9][CH:8]=[CH:7][CH:6]=2)[CH:13]=[C:14]([NH:22][S:23]([CH3:26])(=[O:24])=[O:25])[CH:15]=1)([CH3:21])([CH3:19])[CH3:20].